Dataset: Forward reaction prediction with 1.9M reactions from USPTO patents (1976-2016). Task: Predict the product of the given reaction. Given the reactants Cl[C:2]1[N:7]=[CH:6][C:5]([C:8]2[CH:15]=[CH:14][C:11]([CH:12]=[O:13])=[CH:10][CH:9]=2)=[CH:4][N:3]=1.[F:16][C:17]([F:29])([F:28])[O:18][C:19]1[CH:24]=[CH:23][C:22](B(O)O)=[CH:21][CH:20]=1.C(=O)([O-])[O-].[K+].[K+], predict the reaction product. The product is: [F:16][C:17]([F:28])([F:29])[O:18][C:19]1[CH:24]=[CH:23][C:22]([C:2]2[N:7]=[CH:6][C:5]([C:8]3[CH:15]=[CH:14][C:11]([CH:12]=[O:13])=[CH:10][CH:9]=3)=[CH:4][N:3]=2)=[CH:21][CH:20]=1.